Dataset: Full USPTO retrosynthesis dataset with 1.9M reactions from patents (1976-2016). Task: Predict the reactants needed to synthesize the given product. Given the product [C:35]([CH2:2][CH2:3][CH2:4][O:5][C:6]([N:8]1[CH2:12][CH:11]([N:13]([CH2:15][C:16]2[CH:21]=[CH:20][C:19]([C:22]([F:23])([F:24])[F:25])=[C:18]([F:26])[CH:17]=2)[CH3:14])[CH:10]([C:27]2[CH:32]=[CH:31][C:30]([Cl:33])=[C:29]([Cl:34])[CH:28]=2)[CH2:9]1)=[O:7])#[N:36], predict the reactants needed to synthesize it. The reactants are: Cl[CH2:2][CH2:3][CH2:4][O:5][C:6]([N:8]1[CH2:12][CH:11]([N:13]([CH2:15][C:16]2[CH:21]=[CH:20][C:19]([C:22]([F:25])([F:24])[F:23])=[C:18]([F:26])[CH:17]=2)[CH3:14])[CH:10]([C:27]2[CH:32]=[CH:31][C:30]([Cl:33])=[C:29]([Cl:34])[CH:28]=2)[CH2:9]1)=[O:7].[C-:35]#[N:36].[K+].